From a dataset of Reaction yield outcomes from USPTO patents with 853,638 reactions. Predict the reaction yield, written as a fraction of the theoretical maximum amount of product (1.0 means a 100% yield; for example, 0.34 means a 34% yield). The reactants are [Br:1][C:2]1[CH:3]=[N:4][C:5]2[N:6]([N:8]=[C:9]([C:11]([OH:13])=O)[CH:10]=2)[CH:7]=1.[Br:14][C:15]1[CH:16]=[N:17][C:18]2[CH2:19][CH2:20][NH:21][CH2:22][C:23]=2[CH:24]=1. No catalyst specified. The product is [Br:14][C:15]1[CH:16]=[N:17][C:18]2[CH2:19][CH2:20][N:21]([C:11]([C:9]3[CH:10]=[C:5]4[N:4]=[CH:3][C:2]([Br:1])=[CH:7][N:6]4[N:8]=3)=[O:13])[CH2:22][C:23]=2[CH:24]=1. The yield is 0.620.